This data is from Aqueous solubility values for 9,982 compounds from the AqSolDB database. The task is: Regression/Classification. Given a drug SMILES string, predict its absorption, distribution, metabolism, or excretion properties. Task type varies by dataset: regression for continuous measurements (e.g., permeability, clearance, half-life) or binary classification for categorical outcomes (e.g., BBB penetration, CYP inhibition). For this dataset (solubility_aqsoldb), we predict Y. (1) The compound is CCCCCCCOC(=O)c1ccc(O)c(Cl)c1. The Y is -4.23 log mol/L. (2) The molecule is Cc1c(O)c(=O)ccn1-c1ccccc1. The Y is -2.03 log mol/L.